This data is from Acute oral toxicity (LD50) regression data from Zhu et al.. The task is: Regression/Classification. Given a drug SMILES string, predict its toxicity properties. Task type varies by dataset: regression for continuous values (e.g., LD50, hERG inhibition percentage) or binary classification for toxic/non-toxic outcomes (e.g., AMES mutagenicity, cardiotoxicity, hepatotoxicity). Dataset: ld50_zhu. (1) The compound is O=S1OCC2C(CO1)C1(Cl)C(Cl)=C(Cl)C2(Cl)C1(Cl)Cl. The rat oral LD50 is 4.35, given as -log10 of the dose in mol/kg body weight (higher means more acutely toxic). (2) The compound is CCCCOC(=O)CC(SP(=O)(OC)OC)C(=O)OCCCC. The rat oral LD50 is 2.86, given as -log10 of the dose in mol/kg body weight (higher means more acutely toxic).